From a dataset of Reaction yield outcomes from USPTO patents with 853,638 reactions. Predict the reaction yield, written as a fraction of the theoretical maximum amount of product (1.0 means a 100% yield; for example, 0.34 means a 34% yield). The reactants are [CH3:1][O:2][C:3]1[CH:8]=[CH:7][C:6]([CH2:9][C:10]([OH:12])=O)=[CH:5][CH:4]=1.S(Cl)(Cl)=O.[NH3:17]. The catalyst is C(Cl)Cl. The product is [CH3:1][O:2][C:3]1[CH:8]=[CH:7][C:6]([CH2:9][C:10]([NH2:17])=[O:12])=[CH:5][CH:4]=1. The yield is 0.700.